This data is from NCI-60 drug combinations with 297,098 pairs across 59 cell lines. The task is: Regression. Given two drug SMILES strings and cell line genomic features, predict the synergy score measuring deviation from expected non-interaction effect. (1) Drug 1: C1=CC(=CC=C1C#N)C(C2=CC=C(C=C2)C#N)N3C=NC=N3. Drug 2: C(CN)CNCCSP(=O)(O)O. Cell line: NCI-H460. Synergy scores: CSS=-1.27, Synergy_ZIP=3.09, Synergy_Bliss=4.96, Synergy_Loewe=-2.71, Synergy_HSA=-1.37. (2) Synergy scores: CSS=35.0, Synergy_ZIP=3.84, Synergy_Bliss=3.20, Synergy_Loewe=-10.7, Synergy_HSA=2.66. Drug 1: CC12CCC3C(C1CCC2=O)CC(=C)C4=CC(=O)C=CC34C. Drug 2: CCCCCOC(=O)NC1=NC(=O)N(C=C1F)C2C(C(C(O2)C)O)O. Cell line: SK-MEL-28. (3) Drug 1: CCC1(CC2CC(C3=C(CCN(C2)C1)C4=CC=CC=C4N3)(C5=C(C=C6C(=C5)C78CCN9C7C(C=CC9)(C(C(C8N6C)(C(=O)OC)O)OC(=O)C)CC)OC)C(=O)OC)O.OS(=O)(=O)O. Drug 2: CC12CCC3C(C1CCC2OP(=O)(O)O)CCC4=C3C=CC(=C4)OC(=O)N(CCCl)CCCl.[Na+]. Cell line: PC-3. Synergy scores: CSS=10.9, Synergy_ZIP=5.43, Synergy_Bliss=6.52, Synergy_Loewe=5.43, Synergy_HSA=5.10. (4) Drug 1: CCCS(=O)(=O)NC1=C(C(=C(C=C1)F)C(=O)C2=CNC3=C2C=C(C=N3)C4=CC=C(C=C4)Cl)F. Drug 2: C1=CC=C(C(=C1)C(C2=CC=C(C=C2)Cl)C(Cl)Cl)Cl. Cell line: T-47D. Synergy scores: CSS=11.9, Synergy_ZIP=1.78, Synergy_Bliss=7.26, Synergy_Loewe=5.18, Synergy_HSA=5.82. (5) Drug 1: C1CC(C1)(C(=O)O)C(=O)O.[NH2-].[NH2-].[Pt+2]. Drug 2: CN1C(=O)N2C=NC(=C2N=N1)C(=O)N. Cell line: HT29. Synergy scores: CSS=3.72, Synergy_ZIP=-0.680, Synergy_Bliss=-0.482, Synergy_Loewe=-15.7, Synergy_HSA=-4.26. (6) Drug 1: C1=NC2=C(N=C(N=C2N1C3C(C(C(O3)CO)O)F)Cl)N. Drug 2: CC(C)CN1C=NC2=C1C3=CC=CC=C3N=C2N. Cell line: OVCAR3. Synergy scores: CSS=5.47, Synergy_ZIP=-2.07, Synergy_Bliss=-2.17, Synergy_Loewe=-6.63, Synergy_HSA=-3.37.